Dataset: Catalyst prediction with 721,799 reactions and 888 catalyst types from USPTO. Task: Predict which catalyst facilitates the given reaction. (1) Reactant: C(C1C=C(C=CC=1N(C)C1N=CC2N=CN(C)C=2C=1)C(=NO)N)C.F[P-](F)(F)(F)(F)F.[N:32]1([O:41][C:42]([N:46](C)C)=[N+](C)C)[C:36]2[N:37]=CC=CC=2N=N1.[CH:49]([N:52]([CH:55]([CH3:57])C)[CH2:53][CH3:54])([CH3:51])C. Product: [CH2:57]1[CH:54]2[CH:51]([C:42]3[O:41][N:32]=[C:36]([NH2:37])[N:46]=3)[CH2:49][N:52]([CH2:53]2)[CH2:55]1. The catalyst class is: 3. (2) Reactant: [F:1][C:2]([F:17])([F:16])[C:3]([NH:5][CH2:6][CH2:7][C:8]1[CH:13]=[CH:12][C:11]([Cl:14])=[CH:10][C:9]=1[I:15])=[O:4].C([O-])([O-])=O.[K+].[K+].[CH2:24](Br)[CH:25]=[CH:26][CH3:27]. Product: [CH2:24]([N:5]([CH2:6][CH2:7][C:8]1[CH:13]=[CH:12][C:11]([Cl:14])=[CH:10][C:9]=1[I:15])[C:3](=[O:4])[C:2]([F:16])([F:1])[F:17])[CH:25]=[CH:26][CH3:27]. The catalyst class is: 508. (3) Reactant: [Cl:1][C:2]1[CH:3]=[C:4]([C@H:9]([NH2:11])[CH3:10])[CH:5]=[CH:6][C:7]=1[Cl:8].CCN(C(C)C)C(C)C.C1N=CN([C:26](N2C=NC=C2)=[O:27])C=1.[F:33][C:34]([F:50])([F:49])[CH:35]([NH:38][C:39]1[N:40]=[CH:41][C:42]2[CH2:48][CH2:47][NH:46][CH2:45][C:43]=2[N:44]=1)[CH2:36][OH:37]. Product: [Cl:1][C:2]1[CH:3]=[C:4]([C@H:9]([NH:11][C:26]([N:46]2[CH2:47][CH2:48][C:42]3[CH:41]=[N:40][C:39]([NH:38][CH:35]([CH2:36][OH:37])[C:34]([F:33])([F:49])[F:50])=[N:44][C:43]=3[CH2:45]2)=[O:27])[CH3:10])[CH:5]=[CH:6][C:7]=1[Cl:8]. The catalyst class is: 2. (4) Reactant: [Cl:1][C:2]1[CH:7]=[C:6](/[CH:8]=[CH:9]/[CH:10]([C:15]2[CH:20]=[C:19]([Cl:21])[C:18]([Cl:22])=[C:17]([Cl:23])[CH:16]=2)[C:11]([F:14])([F:13])[F:12])[CH:5]=[CH:4][C:3]=1[CH2:24][NH2:25].CCN(CC)CC.Cl[C:34](=[O:39])[C:35]([O:37][CH3:38])=[O:36]. Product: [Cl:1][C:2]1[CH:7]=[C:6](/[CH:8]=[CH:9]/[CH:10]([C:15]2[CH:20]=[C:19]([Cl:21])[C:18]([Cl:22])=[C:17]([Cl:23])[CH:16]=2)[C:11]([F:14])([F:13])[F:12])[CH:5]=[CH:4][C:3]=1[CH2:24][NH:25][C:34](=[O:39])[C:35]([O:37][CH3:38])=[O:36]. The catalyst class is: 2. (5) Reactant: [CH2:1]([C:3]1[CH:7]=[C:6]([C:8]([OH:10])=O)[N:5]([CH3:11])[N:4]=1)[CH3:2].O1CCCC1.S(Cl)(Cl)=O.[NH2:21][C:22]1[CH:23]=[C:24]([CH:41]=[CH:42][C:43]=1[Cl:44])[O:25][C:26]1[CH:27]=[CH:28][C:29]2[N:30]([N:32]=[C:33]([NH:35][C:36]([CH:38]3[CH2:40][CH2:39]3)=[O:37])[N:34]=2)[CH:31]=1. Product: [Cl:44][C:43]1[CH:42]=[CH:41][C:24]([O:25][C:26]2[CH:27]=[CH:28][C:29]3[N:30]([N:32]=[C:33]([NH:35][C:36]([CH:38]4[CH2:40][CH2:39]4)=[O:37])[N:34]=3)[CH:31]=2)=[CH:23][C:22]=1[NH:21][C:8]([C:6]1[N:5]([CH3:11])[N:4]=[C:3]([CH2:1][CH3:2])[CH:7]=1)=[O:10]. The catalyst class is: 402. (6) Reactant: O[CH2:2][CH2:3][NH:4][C:5]([NH:7][CH:8]([C:15]1[CH:20]=[CH:19][CH:18]=[CH:17][CH:16]=1)[CH2:9][C:10]1[S:11][CH:12]=[CH:13][CH:14]=1)=[S:6].C1(P(C2C=CC=CC=2)C2C=CC=CC=2)C=CC=CC=1.CC(OC(/N=N/C(OC(C)C)=O)=O)C. Product: [S:6]1[CH2:2][CH2:3][N:4]=[C:5]1[NH:7][CH:8]([C:15]1[CH:20]=[CH:19][CH:18]=[CH:17][CH:16]=1)[CH2:9][C:10]1[S:11][CH:12]=[CH:13][CH:14]=1. The catalyst class is: 7.